This data is from Peptide-MHC class I binding affinity with 185,985 pairs from IEDB/IMGT. The task is: Regression. Given a peptide amino acid sequence and an MHC pseudo amino acid sequence, predict their binding affinity value. This is MHC class I binding data. (1) The MHC is HLA-B15:01 with pseudo-sequence HLA-B15:01. The peptide sequence is KVKSCLCSF. The binding affinity (normalized) is 0.740. (2) The peptide sequence is WLGDVWQEK. The MHC is HLA-A29:02 with pseudo-sequence HLA-A29:02. The binding affinity (normalized) is 0.0847. (3) The MHC is Mamu-B17 with pseudo-sequence Mamu-B17. The binding affinity (normalized) is 0.691. The peptide sequence is LPNPTSVERW. (4) The peptide sequence is RRWIAPHPL. The MHC is HLA-B15:42 with pseudo-sequence HLA-B15:42. The binding affinity (normalized) is 0.213.